This data is from Catalyst prediction with 721,799 reactions and 888 catalyst types from USPTO. The task is: Predict which catalyst facilitates the given reaction. (1) Reactant: [Br:1][C:2]1[CH:3]=[C:4]2[C:8](=[CH:9][CH:10]=1)[NH:7][N:6]=[CH:5]2.[N:11]1[CH:16]=[CH:15][CH:14]=[C:13](B(O)O)[CH:12]=1.N1C=CC=CC=1. Product: [Br:1][C:2]1[CH:3]=[C:4]2[C:8](=[CH:9][CH:10]=1)[N:7]([C:13]1[CH:12]=[N:11][CH:16]=[CH:15][CH:14]=1)[N:6]=[CH:5]2. The catalyst class is: 221. (2) Reactant: [C:1]([C:3]1[CH:4]=[C:5]([C:24]2C=[CH:28][C:27](C(O)=O)=[CH:26][CH:25]=2)[CH:6]=[CH:7][C:8]=1[O:9][CH2:10][CH:11]1[CH2:16][CH2:15][N:14]([CH2:17][C:18]([CH2:22][CH3:23])([F:21])[CH2:19][CH3:20])[CH2:13][CH2:12]1)#[N:2].[NH:33]1[CH2:37][CH2:36][CH2:35][C@H:34]1[C:38]([NH2:40])=[O:39].[CH2:41](Cl)[CH2:42]Cl.C1C=CC2N([OH:54])N=NC=2C=1.CCN(C(C)C)C(C)C. Product: [C:1]([C:3]1[CH:4]=[C:5]([C:24]2[C:41]([C:42]([N:33]3[CH2:37][CH2:36][CH2:35][C@H:34]3[C:38]([NH2:40])=[O:39])=[O:54])=[CH:28][CH:27]=[CH:26][CH:25]=2)[CH:6]=[CH:7][C:8]=1[O:9][CH2:10][CH:11]1[CH2:16][CH2:15][N:14]([CH2:17][C:18]([CH2:22][CH3:23])([F:21])[CH2:19][CH3:20])[CH2:13][CH2:12]1)#[N:2]. The catalyst class is: 34. (3) The catalyst class is: 62. Product: [F:23][C:24]1[N:29]=[CH:28][N:27]=[C:26]([NH:30][C:2]2[CH:11]=[CH:10][C:9]3[C:8]4[C:12]5[NH:19][CH2:18][C@@H:17]([CH2:20][OH:21])[NH:16][C:15](=[O:22])[C:13]=5[S:14][C:7]=4[CH:6]=[CH:5][C:4]=3[N:3]=2)[CH:25]=1. Reactant: Cl[C:2]1[CH:11]=[CH:10][C:9]2[C:8]3[C:12]4[NH:19][CH2:18][C@@H:17]([CH2:20][OH:21])[NH:16][C:15](=[O:22])[C:13]=4[S:14][C:7]=3[CH:6]=[CH:5][C:4]=2[N:3]=1.[F:23][C:24]1[N:29]=[CH:28][N:27]=[C:26]([NH2:30])[CH:25]=1.C(=O)([O-])[O-].[Cs+].[Cs+].CC1(C)C2C(=C(P(C3C=CC=CC=3)C3C=CC=CC=3)C=CC=2)OC2C(P(C3C=CC=CC=3)C3C=CC=CC=3)=CC=CC1=2. (4) Reactant: Br[C:2]1[CH:7]=[CH:6][C:5]([O:8][CH3:9])=[CH:4][CH:3]=1.[Mg].[CH3:11][C:12]([C:14]1[CH:19]=[CH:18][CH:17]=[C:16]([Br:20])[CH:15]=1)=O. Product: [Br:20][C:16]1[CH:15]=[C:14]([C:12]([C:2]2[CH:7]=[CH:6][C:5]([O:8][CH3:9])=[CH:4][CH:3]=2)=[CH2:11])[CH:19]=[CH:18][CH:17]=1. The catalyst class is: 27. (5) Reactant: OC(C(F)(F)F)=O.[CH3:8][N:9]1[C:17]2[CH:16]=[C:15]([C:18]3[CH:23]=[CH:22][C:21]([O:24][CH2:25][CH2:26][CH:27]4[CH2:32][CH2:31][NH:30][CH2:29][CH2:28]4)=[C:20]([C:33]([F:36])([F:35])[F:34])[CH:19]=3)[N:14]=[C:13]([C:37]#[N:38])[C:12]=2[N:11]=[N:10]1.F[C:40]1[CH:45]=[CH:44][CH:43]=[CH:42][N:41]=1. Product: [CH3:8][N:9]1[C:17]2[CH:16]=[C:15]([C:18]3[CH:23]=[CH:22][C:21]([O:24][CH2:25][CH2:26][CH:27]4[CH2:28][CH2:29][N:30]([C:40]5[CH:45]=[CH:44][CH:43]=[CH:42][N:41]=5)[CH2:31][CH2:32]4)=[C:20]([C:33]([F:36])([F:35])[F:34])[CH:19]=3)[N:14]=[C:13]([C:37]#[N:38])[C:12]=2[N:11]=[N:10]1. The catalyst class is: 16. (6) Reactant: FC(F)(F)C(O)=O.FC(F)(F)S(O)(=O)=O.[Cl:16][C:17]1[CH:22]=[CH:21][C:20]([S:23]([NH:26][C@@H:27]2[CH2:33][C:32]([F:35])([F:34])[CH2:31][CH2:30][N:29](CC3C=CC(OC)=CC=3OC)[C:28]2=[O:47])(=[O:25])=[O:24])=[CH:19][CH:18]=1. Product: [Cl:16][C:17]1[CH:22]=[CH:21][C:20]([S:23]([NH:26][C@@H:27]2[CH2:33][C:32]([F:34])([F:35])[CH2:31][CH2:30][NH:29][C:28]2=[O:47])(=[O:24])=[O:25])=[CH:19][CH:18]=1. The catalyst class is: 2. (7) Reactant: [OH:1][C:2]1([CH2:8][NH:9][C:10]([C:12]2[C:13]([Cl:24])=[C:14]3[C:18](=[C:19]([N+:21]([O-])=O)[CH:20]=2)[NH:17][CH:16]=[CH:15]3)=[O:11])[CH2:7][CH2:6][CH2:5][CH2:4][CH2:3]1.O.O.[Sn](Cl)Cl. Product: [OH:1][C:2]1([CH2:8][NH:9][C:10]([C:12]2[C:13]([Cl:24])=[C:14]3[C:18](=[C:19]([NH2:21])[CH:20]=2)[NH:17][CH:16]=[CH:15]3)=[O:11])[CH2:3][CH2:4][CH2:5][CH2:6][CH2:7]1. The catalyst class is: 3. (8) Reactant: [CH:1]([C:3]1[S:7][C:6]([NH:8][C@@H:9]([CH:13]([CH3:15])[CH3:14])[C:10]([OH:12])=O)=[N:5][CH:4]=1)=[O:2].Cl.[NH2:17][CH2:18][C:19]([NH:21][C@H:22]([C:31]([NH2:33])=[O:32])[CH2:23][C:24]1[CH:29]=[CH:28][C:27]([OH:30])=[CH:26][CH:25]=1)=[O:20].C(Cl)CCl.ON1C2N=CC=CC=2N=N1.CN1CCOCC1.C(O)(C(F)(F)F)=O. Product: [NH2:33][C:31](=[O:32])[C@@H:22]([NH:21][C:19](=[O:20])[CH2:18][NH:17][C:10](=[O:12])[CH:9]([NH:8][C:6]1[S:7][C:3]([CH:1]=[O:2])=[CH:4][N:5]=1)[CH:13]([CH3:15])[CH3:14])[CH2:23][C:24]1[CH:25]=[CH:26][C:27]([OH:30])=[CH:28][CH:29]=1. The catalyst class is: 3.